Dataset: Catalyst prediction with 721,799 reactions and 888 catalyst types from USPTO. Task: Predict which catalyst facilitates the given reaction. (1) Reactant: [Si]([O:8][C:9]1[C:10]([CH:35]=[O:36])=[N:11][C:12]([CH2:15][CH2:16][CH2:17][CH2:18][NH:19][C:20]2[C:29]3[C:24](=[CH:25][CH:26]=[CH:27][CH:28]=3)[N:23]=[C:22]3[CH2:30][CH2:31][CH2:32][CH2:33][CH2:34][C:21]=23)=[CH:13][CH:14]=1)(C(C)(C)C)(C)C.CCCC[N+](CCCC)(CCCC)CCCC.[F-]. Product: [OH:8][C:9]1[C:10]([CH:35]=[O:36])=[N:11][C:12]([CH2:15][CH2:16][CH2:17][CH2:18][NH:19][C:20]2[C:29]3[C:24](=[CH:25][CH:26]=[CH:27][CH:28]=3)[N:23]=[C:22]3[CH2:30][CH2:31][CH2:32][CH2:33][CH2:34][C:21]=23)=[CH:13][CH:14]=1. The catalyst class is: 1. (2) Reactant: [OH:1]/[N:2]=[C:3](/[C:8]1[CH:13]=[CH:12][C:11]([C:14]2[N:18]([CH3:19])[C:17]([C:20]#[N:21])=[CH:16][CH:15]=2)=[CH:10][CH:9]=1)\[C:4]([CH3:7])([CH3:6])[CH3:5].[H-].[Na+].[CH3:24]I. Product: [CH3:24][O:1]/[N:2]=[C:3](/[C:8]1[CH:13]=[CH:12][C:11]([C:14]2[N:18]([CH3:19])[C:17]([C:20]#[N:21])=[CH:16][CH:15]=2)=[CH:10][CH:9]=1)\[C:4]([CH3:7])([CH3:6])[CH3:5]. The catalyst class is: 1. (3) Reactant: C([O:3][C:4]([C:6]1[S:10][C:9]2[C:11]([Br:14])=[CH:12][S:13][C:8]=2[C:7]=1[CH2:15][CH2:16][CH2:17][CH2:18][CH2:19][CH3:20])=[O:5])C.[OH-].[Li+]. Product: [Br:14][C:11]1[C:9]2[S:10][C:6]([C:4]([OH:5])=[O:3])=[C:7]([CH2:15][CH2:16][CH2:17][CH2:18][CH2:19][CH3:20])[C:8]=2[S:13][CH:12]=1. The catalyst class is: 364.